Dataset: Forward reaction prediction with 1.9M reactions from USPTO patents (1976-2016). Task: Predict the product of the given reaction. (1) The product is: [C:1]1([C:7]2([CH2:12][C:20]#[N:21])[CH2:11][CH2:10][CH2:9][CH2:8]2)[CH:6]=[CH:5][CH:4]=[CH:3][CH:2]=1. Given the reactants [C:1]1([C:7]2([CH2:12]OS(C)(=O)=O)[CH2:11][CH2:10][CH2:9][CH2:8]2)[CH:6]=[CH:5][CH:4]=[CH:3][CH:2]=1.[I-].[K+].[C-:20]#[N:21].[Na+].O, predict the reaction product. (2) Given the reactants [C:1]1([S:7]([NH:10][C:11]2[CH:16]=[CH:15][C:14]([S:17]([CH3:20])(=[O:19])=[O:18])=[CH:13][C:12]=2I)(=[O:9])=[O:8])[CH:6]=[CH:5][CH:4]=[CH:3][CH:2]=1.[C:22]([CH:24]1[CH2:28][CH2:27][CH2:26][O:25]1)#[CH:23].C(N(CC)CC)C.O, predict the reaction product. The product is: [O:25]1[CH2:26][CH2:27][CH2:28][CH:24]1[C:22]1[N:10]([S:7]([C:1]2[CH:6]=[CH:5][CH:4]=[CH:3][CH:2]=2)(=[O:9])=[O:8])[C:11]2[C:12]([CH:23]=1)=[CH:13][C:14]([S:17]([CH3:20])(=[O:19])=[O:18])=[CH:15][CH:16]=2. (3) Given the reactants [CH:1]1([NH:4][C:5]([N:7]2[CH2:11][CH2:10][CH2:9][CH:8]2[C:12]2[CH:16]=[C:15]([C:17]3[CH:22]=[CH:21][CH:20]=[C:19]([Cl:23])[CH:18]=3)[O:14][N:13]=2)=[S:6])[CH2:3][CH2:2]1.[CH3:24]I, predict the reaction product. The product is: [CH3:24][S:6][C:5]([N:7]1[CH2:11][CH2:10][CH2:9][CH:8]1[C:12]1[CH:16]=[C:15]([C:17]2[CH:22]=[CH:21][CH:20]=[C:19]([Cl:23])[CH:18]=2)[O:14][N:13]=1)=[N:4][CH:1]1[CH2:3][CH2:2]1. (4) Given the reactants [Br:1][C:2]1[CH:3]=[C:4]2[C:9](=[CH:10][CH:11]=1)[C:8]([OH:12])=[N:7][CH:6]=[CH:5]2.[CH2:13](Br)[C:14]1[CH:19]=[CH:18][CH:17]=[CH:16][CH:15]=1.[OH-].[Na+], predict the reaction product. The product is: [CH2:13]([N:7]1[CH:6]=[CH:5][C:4]2[C:9](=[CH:10][CH:11]=[C:2]([Br:1])[CH:3]=2)[C:8]1=[O:12])[C:14]1[CH:19]=[CH:18][CH:17]=[CH:16][CH:15]=1.